This data is from Full USPTO retrosynthesis dataset with 1.9M reactions from patents (1976-2016). The task is: Predict the reactants needed to synthesize the given product. (1) Given the product [C:1]([C:3]1([C:4]([O:6][CH3:7])=[O:5])[CH2:13][CH2:12][O:11][CH2:10][CH2:9]1)#[N:2], predict the reactants needed to synthesize it. The reactants are: [C:1]([CH2:3][C:4]([O:6][CH3:7])=[O:5])#[N:2].Br[CH2:9][CH2:10][O:11][CH2:12][CH2:13]Br.C(=O)([O-])[O-].[K+].[K+]. (2) Given the product [Cl:1][C:2]1[CH:3]=[CH:4][C:5]([S:8]([C:11]23[C:20]4[C:15](=[C:16]([F:22])[CH:17]=[CH:18][C:19]=4[F:21])[O:14][CH2:13][CH:12]2[NH:23][CH2:24][CH2:25][CH2:26]3)(=[O:9])=[O:10])=[CH:6][CH:7]=1, predict the reactants needed to synthesize it. The reactants are: [Cl:1][C:2]1[CH:7]=[CH:6][C:5]([S:8]([CH:11]2[C:20]3[C:15](=[C:16]([F:22])[CH:17]=[CH:18][C:19]=3[F:21])[O:14][CH2:13][CH:12]2[NH:23][CH2:24][CH2:25][CH2:26]OS(C)(=O)=O)(=[O:10])=[O:9])=[CH:4][CH:3]=1.CC(C)([O-])C.[K+]. (3) Given the product [CH3:3][N:4]1[C:8]([CH3:9])=[C:7]([CH2:10][OH:11])[CH:6]=[N:5]1, predict the reactants needed to synthesize it. The reactants are: [BH4-].[Na+].[CH3:3][N:4]1[C:8]([CH3:9])=[C:7]([CH:10]=[O:11])[CH:6]=[N:5]1. (4) Given the product [C:13]([C:6]1[CH:5]=[C:4]([CH:9]=[CH:8][C:7]=1[CH:10]([CH3:12])[CH3:11])[C:3]([OH:15])=[O:2])#[N:14], predict the reactants needed to synthesize it. The reactants are: C[O:2][C:3](=[O:15])[C:4]1[CH:9]=[CH:8][C:7]([CH:10]([CH3:12])[CH3:11])=[C:6]([C:13]#[N:14])[CH:5]=1.O.Cl.C(Cl)(Cl)Cl. (5) Given the product [N:12]1[CH:13]=[CH:14][CH:15]=[C:10]([NH:9][C:8]([N:31]2[CH2:32][CH2:33][N:28]([CH2:27][C:25]3[CH:24]=[CH:23][C:21]4[O:22][C:18]([F:34])([F:17])[O:19][C:20]=4[CH:26]=3)[CH2:29][CH2:30]2)=[O:16])[CH:11]=1, predict the reactants needed to synthesize it. The reactants are: C1(O[C:8](=[O:16])[NH:9][C:10]2[CH:11]=[N:12][CH:13]=[CH:14][CH:15]=2)C=CC=CC=1.[F:17][C:18]1([F:34])[O:22][C:21]2[CH:23]=[CH:24][C:25]([CH2:27][N:28]3[CH2:33][CH2:32][NH:31][CH2:30][CH2:29]3)=[CH:26][C:20]=2[O:19]1.